Task: Predict the product of the given reaction.. Dataset: Forward reaction prediction with 1.9M reactions from USPTO patents (1976-2016) (1) The product is: [Cl:17][C:14]1[CH:15]=[CH:16][C:11]([NH:10][C:8]([C:7]2[CH:6]=[CH:5][C:4]([CH2:3][NH:2][C:32](=[O:33])[C:27]3[CH:28]=[CH:29][CH:30]=[CH:31][N:26]=3)=[CH:25][CH:24]=2)=[O:9])=[CH:12][C:13]=1[C:18]1[CH:23]=[CH:22][CH:21]=[CH:20][N:19]=1. Given the reactants Cl.[NH2:2][CH2:3][C:4]1[CH:25]=[CH:24][C:7]([C:8]([NH:10][C:11]2[CH:16]=[CH:15][C:14]([Cl:17])=[C:13]([C:18]3[CH:23]=[CH:22][CH:21]=[CH:20][N:19]=3)[CH:12]=2)=[O:9])=[CH:6][CH:5]=1.[N:26]1[CH:31]=[CH:30][CH:29]=[CH:28][C:27]=1[C:32](O)=[O:33], predict the reaction product. (2) The product is: [CH2:4]([NH:1][C:2]([N:10]1[C:11]2[C:16](=[CH:15][CH:14]=[C:13]([C:17]3[N:21]([C:22]4[CH:23]=[CH:24][C:25]([S:28]([CH3:31])(=[O:30])=[O:29])=[CH:26][CH:27]=4)[N:20]=[CH:19][CH:18]=3)[CH:12]=2)[C:8]([CH2:6][CH3:7])=[N:9]1)=[O:3])[CH3:5]. Given the reactants [N:1]([CH2:4][CH3:5])=[C:2]=[O:3].[CH2:6]([C:8]1[C:16]2[C:11](=[CH:12][C:13]([C:17]3[N:21]([C:22]4[CH:27]=[CH:26][C:25]([S:28]([CH3:31])(=[O:30])=[O:29])=[CH:24][CH:23]=4)[N:20]=[CH:19][CH:18]=3)=[CH:14][CH:15]=2)[NH:10][N:9]=1)[CH3:7].O.C(OCC)(=O)C, predict the reaction product. (3) Given the reactants [CH2:1]([C:3]1[CH:8]=[C:7]([N+:9]([O-])=O)[C:6]([O:12][CH2:13][CH3:14])=[CH:5][C:4]=1[N:15]1[CH2:20][CH2:19][CH:18]([CH2:21][CH2:22][S:23]([CH3:26])(=[O:25])=[O:24])[CH2:17][CH2:16]1)[CH3:2], predict the reaction product. The product is: [CH2:1]([C:3]1[C:4]([N:15]2[CH2:20][CH2:19][CH:18]([CH2:21][CH2:22][S:23]([CH3:26])(=[O:25])=[O:24])[CH2:17][CH2:16]2)=[CH:5][C:6]([O:12][CH2:13][CH3:14])=[C:7]([CH:8]=1)[NH2:9])[CH3:2]. (4) Given the reactants [CH2:1]([N:8]([CH2:22][C:23]1[CH:28]=[CH:27][CH:26]=[CH:25][CH:24]=1)[C:9]1[C:10]([CH:20]=[CH2:21])=[C:11]([NH:15][S:16]([CH3:19])(=[O:18])=[O:17])[CH:12]=[CH:13][CH:14]=1)[C:2]1[CH:7]=[CH:6][CH:5]=[CH:4][CH:3]=1.C1(C)C=CC(S(NN)(=O)=O)=CC=1.O.O.O.C([O-])(=O)C.[Na+], predict the reaction product. The product is: [CH2:22]([N:8]([CH2:1][C:2]1[CH:3]=[CH:4][CH:5]=[CH:6][CH:7]=1)[C:9]1[C:10]([CH2:20][CH3:21])=[C:11]([NH:15][S:16]([CH3:19])(=[O:17])=[O:18])[CH:12]=[CH:13][CH:14]=1)[C:23]1[CH:24]=[CH:25][CH:26]=[CH:27][CH:28]=1. (5) Given the reactants [CH3:1][C@@H:2]1[N:7]([C:8]2[N:9]=[C:10]([C:24]3[CH:29]=[CH:28][C:27]([N+:30]([O-])=O)=[CH:26][CH:25]=3)[C:11]3[CH2:16][N:15]([C:17]([O:19][C:20]([CH3:23])([CH3:22])[CH3:21])=[O:18])[CH2:14][C:12]=3[N:13]=2)[CH2:6][CH2:5][O:4][CH2:3]1, predict the reaction product. The product is: [NH2:30][C:27]1[CH:28]=[CH:29][C:24]([C:10]2[C:11]3[CH2:16][N:15]([C:17]([O:19][C:20]([CH3:21])([CH3:23])[CH3:22])=[O:18])[CH2:14][C:12]=3[N:13]=[C:8]([N:7]3[CH2:6][CH2:5][O:4][CH2:3][C@@H:2]3[CH3:1])[N:9]=2)=[CH:25][CH:26]=1. (6) Given the reactants [CH3:1][Si:2]([CH3:38])([CH3:37])[CH2:3][CH2:4][O:5][CH2:6][N:7]([CH2:29][O:30][CH2:31][CH2:32][Si:33]([CH3:36])([CH3:35])[CH3:34])[C:8]1[N:13]2[N:14]=[CH:15][C:16]([C:17]3[CH:18]=[N:19][C:20]4[C:25]([CH:26]=3)=[CH:24][CH:23]=[CH:22][CH:21]=4)=[C:12]2N=C(C=O)C=1.[NH:39]1[CH2:44]CO[CH2:41][CH2:40]1.[CH3:45][C:46]([OH:48])=O.[BH3-][C:50]#[N:51].[Na+].[CH3:53]CO, predict the reaction product. The product is: [O:48]1[CH2:46][CH2:45][N:39]([CH2:44][C:50]2[N:51]=[C:8]([N:7]([CH2:29][O:30][CH2:31][CH2:32][Si:33]([CH3:36])([CH3:34])[CH3:35])[CH2:6][O:5][CH2:4][CH2:3][Si:2]([CH3:37])([CH3:1])[CH3:38])[N:13]3[N:14]=[CH:15][C:16]([C:17]4[CH:18]=[N:19][C:20]5[C:25]([CH:26]=4)=[CH:24][CH:23]=[CH:22][CH:21]=5)=[C:12]3[CH:53]=2)[CH2:40][CH2:41]1. (7) Given the reactants Cl[C:2]1[C:11]2[C:6](=[CH:7][C:8]([O:14][CH3:15])=[C:9]([O:12][CH3:13])[CH:10]=2)[N:5]=[CH:4][CH:3]=1.[F:16][C:17]1[CH:18]=[C:19]([C:24]2[C:25](=[O:38])[N:26]([CH2:30][C:31]3[CH:36]=[CH:35][CH:34]=[CH:33][C:32]=3[CH3:37])[CH:27]=[N:28][CH:29]=2)[CH:20]=[CH:21][C:22]=1[OH:23], predict the reaction product. The product is: [CH3:13][O:12][C:9]1[CH:10]=[C:11]2[C:6](=[CH:7][C:8]=1[O:14][CH3:15])[N:5]=[CH:4][CH:3]=[C:2]2[O:23][C:22]1[CH:21]=[CH:20][C:19]([C:24]2[C:25](=[O:38])[N:26]([CH2:30][C:31]3[CH:36]=[CH:35][CH:34]=[CH:33][C:32]=3[CH3:37])[CH:27]=[N:28][CH:29]=2)=[CH:18][C:17]=1[F:16].